This data is from NCI-60 drug combinations with 297,098 pairs across 59 cell lines. The task is: Regression. Given two drug SMILES strings and cell line genomic features, predict the synergy score measuring deviation from expected non-interaction effect. (1) Drug 1: C1C(C(OC1N2C=NC3=C(N=C(N=C32)Cl)N)CO)O. Drug 2: CN1C2=C(C=C(C=C2)N(CCCl)CCCl)N=C1CCCC(=O)O.Cl. Cell line: BT-549. Synergy scores: CSS=38.5, Synergy_ZIP=-0.0102, Synergy_Bliss=-1.68, Synergy_Loewe=-38.4, Synergy_HSA=-3.09. (2) Drug 1: C1=CC(=CC=C1CC(C(=O)O)N)N(CCCl)CCCl.Cl. Drug 2: CCCCC(=O)OCC(=O)C1(CC(C2=C(C1)C(=C3C(=C2O)C(=O)C4=C(C3=O)C=CC=C4OC)O)OC5CC(C(C(O5)C)O)NC(=O)C(F)(F)F)O. Cell line: NCIH23. Synergy scores: CSS=9.19, Synergy_ZIP=-2.01, Synergy_Bliss=1.26, Synergy_Loewe=0.608, Synergy_HSA=0.608. (3) Drug 1: CCC1=CC2CC(C3=C(CN(C2)C1)C4=CC=CC=C4N3)(C5=C(C=C6C(=C5)C78CCN9C7C(C=CC9)(C(C(C8N6C)(C(=O)OC)O)OC(=O)C)CC)OC)C(=O)OC.C(C(C(=O)O)O)(C(=O)O)O. Drug 2: C1CC(C1)(C(=O)O)C(=O)O.[NH2-].[NH2-].[Pt+2]. Cell line: MDA-MB-435. Synergy scores: CSS=31.5, Synergy_ZIP=-6.34, Synergy_Bliss=-12.0, Synergy_Loewe=-30.6, Synergy_HSA=-11.3. (4) Drug 1: CN1C(=O)N2C=NC(=C2N=N1)C(=O)N. Drug 2: CC1=C(N=C(N=C1N)C(CC(=O)N)NCC(C(=O)N)N)C(=O)NC(C(C2=CN=CN2)OC3C(C(C(C(O3)CO)O)O)OC4C(C(C(C(O4)CO)O)OC(=O)N)O)C(=O)NC(C)C(C(C)C(=O)NC(C(C)O)C(=O)NCCC5=NC(=CS5)C6=NC(=CS6)C(=O)NCCC[S+](C)C)O. Cell line: SN12C. Synergy scores: CSS=11.1, Synergy_ZIP=-5.31, Synergy_Bliss=1.47, Synergy_Loewe=-21.5, Synergy_HSA=-3.18.